This data is from Forward reaction prediction with 1.9M reactions from USPTO patents (1976-2016). The task is: Predict the product of the given reaction. (1) Given the reactants CCN(C(C)C)C(C)C.[C:10]([C:12]1[C:13]([N:25]2[CH2:28][CH:27]([C:29](O)=[O:30])[CH2:26]2)=[N:14][C:15]([O:23][CH3:24])=[C:16]([C:18]([O:20][CH2:21][CH3:22])=[O:19])[CH:17]=1)#[N:11].C1CN([P+](Br)(N2CCCC2)N2CCCC2)CC1.F[P-](F)(F)(F)(F)F.[C:56]1([S:62]([NH2:65])(=[O:64])=[O:63])[CH:61]=[CH:60][CH:59]=[CH:58][CH:57]=1, predict the reaction product. The product is: [C:10]([C:12]1[C:13]([N:25]2[CH2:28][CH:27]([C:29](=[O:30])[NH:65][S:62]([C:56]3[CH:61]=[CH:60][CH:59]=[CH:58][CH:57]=3)(=[O:64])=[O:63])[CH2:26]2)=[N:14][C:15]([O:23][CH3:24])=[C:16]([CH:17]=1)[C:18]([O:20][CH2:21][CH3:22])=[O:19])#[N:11]. (2) The product is: [C:4]([C:3]1[C:2]([F:1])=[CH:11][CH:10]=[CH:9][C:8]=1[O:12][C:13]1[C:18]([NH:19][C:20]([NH:22][C:23]2[CH:28]=[CH:27][C:26]([O:29][C:30]([F:33])([F:32])[F:31])=[CH:25][CH:24]=2)=[O:21])=[CH:17][CH:16]=[CH:15][N:14]=1)(=[O:6])[CH3:34]. Given the reactants [F:1][C:2]1[CH:11]=[CH:10][CH:9]=[C:8]([O:12][C:13]2[C:18]([NH:19][C:20]([NH:22][C:23]3[CH:28]=[CH:27][C:26]([O:29][C:30]([F:33])([F:32])[F:31])=[CH:25][CH:24]=3)=[O:21])=[CH:17][CH:16]=[CH:15][N:14]=2)[C:3]=1[C:4]([O:6]C)=O.[CH3:34][Mg]Br.O.O.O.O.O.O.O.O.O.O.S([O-])([O-])(=O)=O.[Na+].[Na+], predict the reaction product. (3) Given the reactants [CH:1]([N:4]1[CH2:9][CH2:8][CH:7]([CH2:10][O:11][CH2:12][C@H:13]([NH2:20])[C:14]2[CH:19]=[CH:18][CH:17]=[CH:16][CH:15]=2)[CH2:6][CH2:5]1)([CH3:3])[CH3:2].[Cl:21][C:22]1[CH:30]=[CH:29][C:25]([C:26](Cl)=[O:27])=[CH:24][CH:23]=1, predict the reaction product. The product is: [ClH:21].[Cl:21][C:22]1[CH:30]=[CH:29][C:25]([C:26]([NH:20][C@H:13]([C:14]2[CH:15]=[CH:16][CH:17]=[CH:18][CH:19]=2)[CH2:12][O:11][CH2:10][CH:7]2[CH2:6][CH2:5][N:4]([CH:1]([CH3:3])[CH3:2])[CH2:9][CH2:8]2)=[O:27])=[CH:24][CH:23]=1. (4) The product is: [F:15][B-:16]([F:19])([F:18])[F:17].[F:41][B-:42]([F:45])([F:44])[F:43].[Br-:1].[Br-:1].[C:11]1([CH2:13][N+:38]2[CH:39]=[CH:40][C:35]([C:32]3[CH:31]=[CH:30][N+:29]([C:24]4[CH:25]=[CH:26][CH:27]=[CH:28][C:23]=4[CH:20]([CH3:22])[CH3:21])=[CH:34][CH:33]=3)=[CH:36][CH:37]=2)[C:12]2[C:7](=[CH:6][CH:5]=[CH:4][C:3]=2[CH2:2][N+:38]2[CH:37]=[CH:36][C:35]([C:32]3[CH:31]=[CH:30][N+:29]([C:24]4[CH:25]=[CH:26][CH:27]=[CH:28][C:23]=4[CH:20]([CH3:22])[CH3:21])=[CH:34][CH:33]=3)=[CH:40][CH:39]=2)[CH:8]=[CH:9][CH:10]=1. Given the reactants [Br:1][CH2:2][C:3]1[C:12]2[C:7](=[CH:8][CH:9]=[CH:10][C:11]=2[CH2:13]Br)[CH:6]=[CH:5][CH:4]=1.[F:15][B-:16]([F:19])([F:18])[F:17].[CH:20]([C:23]1[CH:28]=[CH:27][CH:26]=[CH:25][C:24]=1[N+:29]1[CH:34]=[CH:33][C:32]([C:35]2[CH:40]=[CH:39][NH+:38]=[CH:37][CH:36]=2)=[CH:31][CH:30]=1)([CH3:22])[CH3:21].[F:41][B-:42]([F:45])([F:44])[F:43], predict the reaction product. (5) Given the reactants Br[CH2:2][C:3]1[N:7]([CH3:8])[N:6]([CH:9]2[CH2:14][CH2:13][CH2:12][CH2:11][CH2:10]2)[C:5](=[O:15])[C:4]=1[Cl:16].[C:17]1([C:23]2([C:29](=[O:33])[CH2:30][CH2:31][CH3:32])[CH2:28][CH2:27][NH:26][CH2:25][CH2:24]2)[CH:22]=[CH:21][CH:20]=[CH:19][CH:18]=1.C(=O)([O-])[O-].[K+].[K+], predict the reaction product. The product is: [C:29]([C:23]1([C:17]2[CH:22]=[CH:21][CH:20]=[CH:19][CH:18]=2)[CH2:24][CH2:25][N:26]([CH2:2][C:3]2[N:7]([CH3:8])[N:6]([CH:9]3[CH2:14][CH2:13][CH2:12][CH2:11][CH2:10]3)[C:5](=[O:15])[C:4]=2[Cl:16])[CH2:27][CH2:28]1)(=[O:33])[CH2:30][CH2:31][CH3:32].